This data is from Forward reaction prediction with 1.9M reactions from USPTO patents (1976-2016). The task is: Predict the product of the given reaction. (1) Given the reactants [Cl-:1].[CH3:2][N:3]1[CH2:8][CH2:7][N:6]([CH2:9][C:10]([OH:12])=O)[CH2:5][CH2:4]1, predict the reaction product. The product is: [CH3:2][N:3]1[CH2:8][CH2:7][N:6]([CH2:9][C:10]([Cl:1])=[O:12])[CH2:5][CH2:4]1. (2) Given the reactants [CH3:1][O:2][C:3]1[CH:8]=[CH:7][C:6]([CH2:9][N:10]2[C:18]3[C:17](=[O:19])[N:16]([C:20]4[CH:25]=[CH:24][CH:23]=[CH:22][C:21]=4[O:26][CH2:27][C:28]4[CH:33]=[CH:32][CH:31]=[CH:30][CH:29]=4)[C:15](=[O:34])[NH:14][C:13]=3[N:12]=[CH:11]2)=[CH:5][CH:4]=1.I[CH2:36][CH2:37][CH2:38][CH2:39][CH3:40].C([O-])([O-])=O.[Na+].[Na+], predict the reaction product. The product is: [CH3:1][O:2][C:3]1[CH:8]=[CH:7][C:6]([CH2:9][N:10]2[C:18]3[C:17](=[O:19])[N:16]([C:20]4[CH:25]=[CH:24][CH:23]=[CH:22][C:21]=4[O:26][CH2:27][C:28]4[CH:29]=[CH:30][CH:31]=[CH:32][CH:33]=4)[C:15](=[O:34])[N:14]([CH2:36][CH2:37][CH2:38][CH2:39][CH3:40])[C:13]=3[N:12]=[CH:11]2)=[CH:5][CH:4]=1. (3) Given the reactants [CH3:1][O:2][C:3]([C:5]1[CH2:6][N:7]([C:19]([O:21][C:22]([CH3:25])([CH3:24])[CH3:23])=[O:20])[CH2:8][CH2:9][C:10]=1OS(C(F)(F)F)(=O)=O)=[O:4].[Cl:26][C:27]1[C:32]([F:33])=[CH:31][CH:30]=[C:29]([F:34])[C:28]=1[C:35]1[CH:39]=[C:38]([CH2:40][O:41][C:42]2[CH:47]=[CH:46][C:45](B3OC(C)(C)C(C)(C)O3)=[CH:44][N:43]=2)[O:37][N:36]=1.C([O-])([O-])=O.[Na+].[Na+], predict the reaction product. The product is: [CH3:1][O:2][C:3]([C:5]1[CH2:6][N:7]([C:19]([O:21][C:22]([CH3:23])([CH3:24])[CH3:25])=[O:20])[CH2:8][CH2:9][C:10]=1[C:45]1[CH:44]=[N:43][C:42]([O:41][CH2:40][C:38]2[O:37][N:36]=[C:35]([C:28]3[C:29]([F:34])=[CH:30][CH:31]=[C:32]([F:33])[C:27]=3[Cl:26])[CH:39]=2)=[CH:47][CH:46]=1)=[O:4]. (4) Given the reactants [C:1]([O:5][C:6]([NH:8][C@@H:9]([CH2:37][C:38]1[CH:43]=[CH:42][CH:41]=[CH:40][CH:39]=1)[C@H:10]([O:29][Si](C(C)(C)C)(C)C)[CH2:11][CH:12]([CH2:16][C:17]1[CH:22]=[CH:21][C:20]([C:23]2[CH:28]=[CH:27][CH:26]=[CH:25][N:24]=2)=[CH:19][CH:18]=1)C(O)=O)=[O:7])([CH3:4])([CH3:3])[CH3:2].C1C=CC(P(N=[N+]=[N-])(C2C=CC=CC=2)=[O:51])=CC=1.C([N:63]([CH2:66]C)CC)C.[CH2:68]([OH:75])[C:69]1[CH:74]=[CH:73][CH:72]=[CH:71][CH:70]=1, predict the reaction product. The product is: [C:1]([O:5][C:6]([NH:8][C@@H:9]([CH2:37][C:38]1[CH:43]=[CH:42][CH:41]=[CH:40][CH:39]=1)[C@H:10]([OH:29])[CH2:11][CH:12]([NH:63][C:66](=[O:51])[O:75][CH2:68][C:69]1[CH:74]=[CH:73][CH:72]=[CH:71][CH:70]=1)[CH2:16][C:17]1[CH:22]=[CH:21][C:20]([C:23]2[CH:28]=[CH:27][CH:26]=[CH:25][N:24]=2)=[CH:19][CH:18]=1)=[O:7])([CH3:3])([CH3:2])[CH3:4]. (5) Given the reactants [C:1]([O:5][CH2:6][CH3:7])(=[O:4])[CH:2]=[CH2:3].Br[C:9]1[CH:14]=[CH:13][CH:12]=[C:11]([N+:15]([O-])=O)[C:10]=1[CH3:18].C(N(CC)CC)C.C1(C)C=CC=CC=1P(C1C=CC=CC=1C)C1C=CC=CC=1C.[Cl-].[NH4+], predict the reaction product. The product is: [NH2:15][C:11]1[C:10]([CH3:18])=[C:9]([CH2:3][CH2:2][C:1]([O:5][CH2:6][CH3:7])=[O:4])[CH:14]=[CH:13][CH:12]=1. (6) Given the reactants Cl.[CH3:2][C:3]1[CH:4]=[C:5]([O:18][S:19]([C:22]2[CH:27]=[CH:26][CH:25]=[CH:24][C:23]=2[S:28]([N:31]([CH2:38][C:39]([O:41]CC)=[O:40])[CH2:32][C:33]([O:35]CC)=[O:34])(=[O:30])=[O:29])(=[O:21])=[O:20])[CH:6]=[C:7]([CH:17]=1)[O:8][CH2:9][CH2:10][CH2:11][O:12][NH:13][C:14]([NH2:16])=[NH:15].C(C(=CC1C=CC(O)=CC=1)C(O)=O)#N, predict the reaction product. The product is: [CH3:2][C:3]1[CH:4]=[C:5]([O:18][S:19]([C:22]2[CH:27]=[CH:26][CH:25]=[CH:24][C:23]=2[S:28]([N:31]([CH2:32][C:33]([OH:35])=[O:34])[CH2:38][C:39]([OH:41])=[O:40])(=[O:30])=[O:29])(=[O:20])=[O:21])[CH:6]=[C:7]([CH:17]=1)[O:8][CH2:9][CH2:10][CH2:11][O:12][NH:13][C:14]([NH2:16])=[NH:15]. (7) Given the reactants Br[CH:2]([C:16]1[CH:21]=[CH:20][CH:19]=[CH:18][CH:17]=1)[C:3]([C:5]1[CH:6]=[CH:7][C:8]2[O:13][CH2:12][C:11](=[O:14])[NH:10][C:9]=2[CH:15]=1)=O.[NH2:22][C:23]1[CH:28]=[CH:27][CH:26]=[CH:25][C:24]=1[OH:29].C(=O)([O-])[O-].[K+].[K+], predict the reaction product. The product is: [C:16]1([CH:2]2[C:3]([C:5]3[CH:6]=[CH:7][C:8]4[O:13][CH2:12][C:11](=[O:14])[NH:10][C:9]=4[CH:15]=3)=[N:22][C:23]3[CH:28]=[CH:27][CH:26]=[CH:25][C:24]=3[O:29]2)[CH:21]=[CH:20][CH:19]=[CH:18][CH:17]=1. (8) Given the reactants [CH3:1][O:2][C:3]1[CH:4]=[C:5]([CH:9]=[CH:10][C:11]=1[O:12][CH3:13])[CH2:6][CH2:7]Br.[Li]C.[Li]C(C)(C)C.[CH3:21][O:22][C:23]1[CH:24]=[C:25]2[C:30](=[CH:31][C:32]=1[O:33][CH3:34])[CH:29]=[N:28][CH2:27][CH2:26]2, predict the reaction product. The product is: [CH3:1][O:2][C:3]1[CH:4]=[C:5]([CH2:6][CH2:7][CH:29]2[C:30]3[C:25](=[CH:24][C:23]([O:22][CH3:21])=[C:32]([O:33][CH3:34])[CH:31]=3)[CH2:26][CH2:27][NH:28]2)[CH:9]=[CH:10][C:11]=1[O:12][CH3:13]. (9) The product is: [CH2:12]([N:19]1[CH2:24][CH2:23][C:22]2([CH2:1][C:2](=[O:3])[C:4]3[C:5](=[CH:6][CH:7]=[C:8]([Br:10])[CH:9]=3)[O:11]2)[CH2:21][CH2:20]1)[C:13]1[CH:18]=[CH:17][CH:16]=[CH:15][CH:14]=1. Given the reactants [CH3:1][C:2]([C:4]1[CH:9]=[C:8]([Br:10])[CH:7]=[CH:6][C:5]=1[OH:11])=[O:3].[CH2:12]([N:19]1[CH2:24][CH2:23][C:22](=O)[CH2:21][CH2:20]1)[C:13]1[CH:18]=[CH:17][CH:16]=[CH:15][CH:14]=1.N1CCCC1, predict the reaction product.